Predict the reactants needed to synthesize the given product. From a dataset of Full USPTO retrosynthesis dataset with 1.9M reactions from patents (1976-2016). (1) Given the product [C:28]([CH2:35][C:36]([NH2:47])([C:40]1[CH:45]=[CH:44][C:43]([Cl:46])=[CH:42][CH:41]=1)[C:37]([N:24]1[CH2:23][CH2:22][N:21]([C:20]2[C:15]3[C:14]([CH3:27])=[CH:13][NH:12][C:16]=3[N:17]=[CH:18][N:19]=2)[CH2:26][CH2:25]1)=[O:38])([O:30][C:31]([CH3:33])([CH3:34])[CH3:32])=[O:29], predict the reactants needed to synthesize it. The reactants are: Cl.Cl.C1(S([N:12]2[C:16]3[N:17]=[CH:18][N:19]=[C:20]([N:21]4[CH2:26][CH2:25][NH:24][CH2:23][CH2:22]4)[C:15]=3[C:14]([CH3:27])=[CH:13]2)(=O)=O)C=CC=CC=1.[C:28]([CH2:35][C:36]([NH2:47])([C:40]1[CH:45]=[CH:44][C:43]([Cl:46])=[CH:42][CH:41]=1)[C:37](O)=[O:38])([O:30][C:31]([CH3:34])([CH3:33])[CH3:32])=[O:29].CN(C(ON1N=NC2C=CC=CC1=2)=[N+](C)C)C.F[P-](F)(F)(F)(F)F.[Li+].[OH-].C([O-])(O)=O.[Na+]. (2) Given the product [CH3:14][O:15][CH:16]([O:19][CH3:20])[CH2:17][N:12]1[CH:13]=[C:9]([C:3]2[CH:4]=[CH:5][CH:6]=[CH:7][CH:8]=2)[N:10]=[CH:11]1, predict the reactants needed to synthesize it. The reactants are: [H-].[Na+].[C:3]1([C:9]2[N:10]=[CH:11][NH:12][CH:13]=2)[CH:8]=[CH:7][CH:6]=[CH:5][CH:4]=1.[CH3:14][O:15][CH:16]([O:19][CH3:20])[CH2:17]Br. (3) Given the product [NH2:22][C:11]1[N:12]=[C:13]([C:14]2[CH:19]=[CH:18][C:17]([CH3:20])=[CH:16][C:15]=2[CH3:21])[C:8]2[CH:7]=[C:6]([C:4]([NH2:24])=[O:3])[S:23][C:9]=2[N:10]=1, predict the reactants needed to synthesize it. The reactants are: C([O:3][C:4]([C:6]1[S:23][C:9]2[N:10]=[C:11]([NH2:22])[N:12]=[C:13]([C:14]3[CH:19]=[CH:18][C:17]([CH3:20])=[CH:16][C:15]=3[CH3:21])[C:8]=2[CH:7]=1)=O)C.[NH3:24].